This data is from Catalyst prediction with 721,799 reactions and 888 catalyst types from USPTO. The task is: Predict which catalyst facilitates the given reaction. (1) Reactant: [F:1][C:2]1[CH:7]=[C:6]([C:8]2[CH:9]=[N:10][N:11]([CH3:13])[CH:12]=2)[CH:5]=[CH:4][C:3]=1[CH2:14]O.[Cl:16]C(N(C)C)=C(C)C. Product: [Cl:16][CH2:14][C:3]1[CH:4]=[CH:5][C:6]([C:8]2[CH:9]=[N:10][N:11]([CH3:13])[CH:12]=2)=[CH:7][C:2]=1[F:1]. The catalyst class is: 4. (2) Reactant: [NH2:1][CH2:2][C@H:3]([NH:7][C:8]([O:10][C:11]([CH3:14])([CH3:13])[CH3:12])=[O:9])[C:4]([OH:6])=[O:5].F[C:16]1[CH:21]=[CH:20][CH:19]=[CH:18][C:17]=1[N+:22]([O-:24])=[O:23].C(=O)(O)[O-].[Na+].O. Product: [C:11]([O:10][C:8]([NH:7][C@@H:3]([CH2:2][NH:1][C:16]1[CH:21]=[CH:20][CH:19]=[CH:18][C:17]=1[N+:22]([O-:24])=[O:23])[C:4]([OH:6])=[O:5])=[O:9])([CH3:14])([CH3:13])[CH3:12]. The catalyst class is: 3.